This data is from Forward reaction prediction with 1.9M reactions from USPTO patents (1976-2016). The task is: Predict the product of the given reaction. (1) Given the reactants [Cl:1][CH2:2][C:3]1[N:4]=[C:5]2[CH:10]=[CH:9][CH:8]=[CH:7][N:6]2[CH:11]=1.[I:12]N1C(=O)CCC1=O, predict the reaction product. The product is: [Cl:1][CH2:2][C:3]1[N:4]=[C:5]2[CH:10]=[CH:9][CH:8]=[CH:7][N:6]2[C:11]=1[I:12]. (2) The product is: [OH:11][C:9]1[CH:8]=[C:7]([C:12]2[CH:17]=[CH:16][CH:15]=[C:14]([C:18]([F:21])([F:20])[F:19])[CH:13]=2)[N:6]=[C:5]([C:3]([NH2:22])=[O:2])[N:10]=1. Given the reactants C[O:2][C:3]([C:5]1[N:10]=[C:9]([OH:11])[CH:8]=[C:7]([C:12]2[CH:17]=[CH:16][CH:15]=[C:14]([C:18]([F:21])([F:20])[F:19])[CH:13]=2)[N:6]=1)=O.[NH3:22], predict the reaction product. (3) Given the reactants CN(C(ON1N=[N:16][C:11]2[CH:12]=[CH:13][CH:14]=N[C:10]1=2)=[N+](C)C)C.F[P-](F)(F)(F)(F)F.[F:25][C:26]1[CH:31]=[CH:30][C:29]([C:32]2[O:57][C:35]3=[N:36][C:37]([NH:51][CH2:52][C:53]([F:56])([F:55])[F:54])=[C:38]([C:40]4[CH:41]=[C:42]([CH:46]=[CH:47][C:48]=4[O:49][CH3:50])[C:43]([OH:45])=O)[CH:39]=[C:34]3[C:33]=2[C:58](=[O:61])[NH:59][CH3:60])=[CH:28][CH:27]=1.C(N(C(C)C)C(C)C)C.Cl.C12(N)CC(C1)C2, predict the reaction product. The product is: [C:11]12([NH:16][C:43]([C:42]3[CH:46]=[CH:47][C:48]([O:49][CH3:50])=[C:40]([C:38]4[CH:39]=[C:34]5[C:33]([C:58]([NH:59][CH3:60])=[O:61])=[C:32]([C:29]6[CH:28]=[CH:27][C:26]([F:25])=[CH:31][CH:30]=6)[O:57][C:35]5=[N:36][C:37]=4[NH:51][CH2:52][C:53]([F:56])([F:54])[F:55])[CH:41]=3)=[O:45])[CH2:14][CH:13]([CH2:12]1)[CH2:10]2.